This data is from Full USPTO retrosynthesis dataset with 1.9M reactions from patents (1976-2016). The task is: Predict the reactants needed to synthesize the given product. (1) Given the product [Br:13][C:10]1[CH:11]=[CH:12][C:7]([CH:6]=[CH:5][C:4]([OH:15])=[O:3])=[CH:8][C:9]=1[F:14], predict the reactants needed to synthesize it. The reactants are: C([O:3][C:4](=[O:15])[CH:5]=[CH:6][C:7]1[CH:12]=[CH:11][C:10]([Br:13])=[C:9]([F:14])[CH:8]=1)C.[OH-].[Na+]. (2) Given the product [C:11]([NH:9][C:3]1[C:2]([F:1])=[CH:7][NH:6][C:5](=[O:8])[N:4]=1)(=[O:24])[CH2:10][CH3:16], predict the reactants needed to synthesize it. The reactants are: [F:1][C:2]1[C:3]([NH2:9])=[N:4][C:5](=[O:8])[NH:6][CH:7]=1.[C:10]1([CH3:16])C=CC=C[CH:11]=1.C(N(CC)CC)C.[OH2:24].